From a dataset of Full USPTO retrosynthesis dataset with 1.9M reactions from patents (1976-2016). Predict the reactants needed to synthesize the given product. Given the product [CH3:19][N:20]([CH2:27][C:28]1[CH:29]=[N:30][C:31]([C:34]2[CH:39]=[CH:38][C:37]([S:40]([CH3:43])(=[O:42])=[O:41])=[CH:36][CH:35]=2)=[CH:32][CH:33]=1)[CH:21]1[CH2:22][CH2:15][N:14]([C:7]([O:6][CH2:5][C:2]2([CH3:1])[CH2:4][CH2:3]2)=[O:8])[CH2:18][CH2:17]1, predict the reactants needed to synthesize it. The reactants are: [CH3:1][C:2]1([CH2:5][OH:6])[CH2:4][CH2:3]1.[C:7]([N:14]1[CH:18]=[CH:17]N=[CH:15]1)(N1C=CN=C1)=[O:8].[CH3:19][N:20]([CH2:27][C:28]1[CH:29]=[N:30][C:31]([C:34]2[CH:39]=[CH:38][C:37]([S:40]([CH3:43])(=[O:42])=[O:41])=[CH:36][CH:35]=2)=[CH:32][CH:33]=1)[CH:21]1CCNC[CH2:22]1.